From a dataset of Full USPTO retrosynthesis dataset with 1.9M reactions from patents (1976-2016). Predict the reactants needed to synthesize the given product. (1) Given the product [CH2:20]([N:17]1[CH2:18][CH2:19][CH:14]([O:13][C:3]2[CH:4]=[C:5]3[C:10](=[CH:11][C:2]=2[CH3:1])[C:9]([NH2:12])=[N:8][CH:7]=[CH:6]3)[CH2:15][CH2:16]1)[C:21]1[CH:26]=[CH:25][CH:24]=[CH:23][CH:22]=1, predict the reactants needed to synthesize it. The reactants are: [CH3:1][C:2]1[CH:11]=[C:10]2[C:5]([CH:6]=[CH:7][N:8]=[C:9]2[NH2:12])=[CH:4][C:3]=1[O:13][CH:14]1[CH2:19][CH2:18][NH:17][CH2:16][CH2:15]1.[CH:20](=O)[C:21]1[CH:26]=[CH:25][CH:24]=[CH:23][CH:22]=1.C(O[BH-](OC(=O)C)OC(=O)C)(=O)C.[Na+].O. (2) Given the product [CH:21]1([N:19]2[CH2:18][CH2:17][N:16]([C:25](=[O:27])[CH2:26][N:9]3[CH2:10][CH2:11][C:5]4[CH:4]=[C:3]([O:2][CH3:1])[CH:13]=[CH:12][C:6]=4[CH2:7][CH2:8]3)[CH2:15][CH2:20]2)[CH2:24][CH2:23][CH2:22]1, predict the reactants needed to synthesize it. The reactants are: [CH3:1][O:2][C:3]1[CH:13]=[CH:12][C:6]2[CH2:7][CH2:8][NH:9][CH2:10][CH2:11][C:5]=2[CH:4]=1.Cl[CH:15]1[CH2:20][N:19]([CH:21]2[CH2:24][CH2:23][CH2:22]2)[CH2:18][CH2:17][NH:16]1.[C:25](N)(=[O:27])[CH3:26].C([O-])([O-])=O.[K+].[K+].[Na+].[I-]. (3) Given the product [CH3:37][N:36]([CH3:41])[C:29](=[O:30])[C@H:19]([CH3:20])[NH:18][C:16]1[O:15][C:14](=[O:32])[C:13]2[C:33]([CH3:34])=[C:9]([CH2:8][NH:7][C:5]([O:4][C:2]([CH3:3])([CH3:1])[CH3:35])=[O:6])[CH:10]=[CH:11][C:12]=2[N:17]=1, predict the reactants needed to synthesize it. The reactants are: [CH3:1][C:2]([CH3:35])([O:4][C:5]([NH:7][CH2:8][C:9]1[CH:10]=[CH:11][C:12]2[N:17]=[C:16]([NH:18][C@H:19]([C:29](O)=[O:30])[CH2:20]C3C=CC(OC)=CC=3)[O:15][C:14](=[O:32])[C:13]=2[C:33]=1[CH3:34])=[O:6])[CH3:3].[N:36]1(C(N)=O)[CH2:41]COC[CH2:37]1. (4) Given the product [F:20][CH:19]([F:21])[C:15]1[NH:14][C:15]([CH:19]([F:21])[F:20])=[C:16]([C:17]#[N:18])[CH:12]([C:3]2[CH:4]=[C:5]3[C:9](=[CH:10][C:2]=2[F:1])[NH:8][N:7]=[C:6]3[CH3:11])[C:16]=1[C:17]#[N:18], predict the reactants needed to synthesize it. The reactants are: [F:1][C:2]1[CH:10]=[C:9]2[C:5]([C:6]([CH3:11])=[N:7][NH:8]2)=[CH:4][C:3]=1[CH:12]=O.[NH2:14][C:15]([CH:19]([F:21])[F:20])=[CH:16][C:17]#[N:18]. (5) Given the product [CH2:13]([N:7]1[C:6]([CH2:17][NH:18][C:19](=[O:25])[O:20][C:21]([CH3:24])([CH3:22])[CH3:23])=[C:5]([C:4]2[CH:3]=[CH:2][CH:11]=[CH:10][CH:9]=2)[C:26]2[C:31](=[CH:30][CH:29]=[C:28]([S:33][CH3:32])[CH:27]=2)[C:8]1=[O:12])[CH:14]([CH3:16])[CH3:15], predict the reactants needed to synthesize it. The reactants are: Br[C:2]1[CH:3]=[C:4]2[C:9](=[CH:10][CH:11]=1)[C:8](=[O:12])[N:7]([CH2:13][CH:14]([CH3:16])[CH3:15])[C:6]([CH2:17][NH:18][C:19](=[O:25])[O:20][C:21]([CH3:24])([CH3:23])[CH3:22])=[C:5]2[C:26]1[CH:31]=[CH:30][CH:29]=[CH:28][CH:27]=1.[CH3:32][S-:33].[Na+].CN(C)C=O.